From a dataset of Full USPTO retrosynthesis dataset with 1.9M reactions from patents (1976-2016). Predict the reactants needed to synthesize the given product. (1) The reactants are: C(C1N=C(N2CCC(F)(F)C2)C2C(=NN(CC)N=2)N=1)(C)(C)C.[C:23]([C:27]1[N:28]=[C:29]([N:36]2[CH2:42][C:38]3([CH2:41][O:40][CH2:39]3)[CH2:37]2)[C:30]2[N:35]=[N:34][NH:33][C:31]=2[N:32]=1)([CH3:26])([CH3:25])[CH3:24].Br[CH2:44][C:45]1[CH:50]=[CH:49][CH:48]=[CH:47][C:46]=1[S:51]([CH3:54])(=[O:53])=[O:52]. Given the product [C:23]([C:27]1[N:28]=[C:29]([N:36]2[CH2:37][C:38]3([CH2:39][O:40][CH2:41]3)[CH2:42]2)[C:30]2[C:31](=[N:33][N:34]([CH2:44][C:45]3[CH:50]=[CH:49][CH:48]=[CH:47][C:46]=3[S:51]([CH3:54])(=[O:53])=[O:52])[N:35]=2)[N:32]=1)([CH3:26])([CH3:24])[CH3:25], predict the reactants needed to synthesize it. (2) Given the product [CH3:1][O:2][C:3](=[O:29])[CH2:4][C:5]1[CH:10]=[CH:9][C:8]([O:11][CH:31]([F:36])[F:35])=[C:7]([O:12][C:13]2[CH:18]=[CH:17][C:16]([N+:19]([O-:21])=[O:20])=[CH:15][C:14]=2[CH2:22][S:23][CH2:24][C:25]([F:28])([F:26])[F:27])[CH:6]=1, predict the reactants needed to synthesize it. The reactants are: [CH3:1][O:2][C:3](=[O:29])[CH2:4][C:5]1[CH:10]=[CH:9][C:8]([OH:11])=[C:7]([O:12][C:13]2[CH:18]=[CH:17][C:16]([N+:19]([O-:21])=[O:20])=[CH:15][C:14]=2[CH2:22][S:23][CH2:24][C:25]([F:28])([F:27])[F:26])[CH:6]=1.Cl[C:31]([F:36])([F:35])C([O-])=O.[Na+].C(=O)([O-])[O-].[K+].[K+].